From a dataset of TCR-epitope binding with 47,182 pairs between 192 epitopes and 23,139 TCRs. Binary Classification. Given a T-cell receptor sequence (or CDR3 region) and an epitope sequence, predict whether binding occurs between them. (1) The epitope is QIKVRVKMV. The TCR CDR3 sequence is CASSYFGPGDSLYEQYF. Result: 0 (the TCR does not bind to the epitope). (2) Result: 1 (the TCR binds to the epitope). The TCR CDR3 sequence is CASSLYPGNEQFF. The epitope is KLNVGDYFV.